From a dataset of Full USPTO retrosynthesis dataset with 1.9M reactions from patents (1976-2016). Predict the reactants needed to synthesize the given product. Given the product [Cl:1][C:2]1[C:3]([C:20]#[N:22])=[N:4][C:5]([C:12]2[CH:17]=[CH:16][CH:15]=[C:14]([F:18])[CH:13]=2)=[C:6]([CH:11]=1)[C:7]([O:9][CH3:10])=[O:8], predict the reactants needed to synthesize it. The reactants are: [Cl:1][C:2]1[CH:3]=[N+:4]([O-])[C:5]([C:12]2[CH:17]=[CH:16][CH:15]=[C:14]([F:18])[CH:13]=2)=[C:6]([CH:11]=1)[C:7]([O:9][CH3:10])=[O:8].[CH2:20]([N:22](CC)CC)C.C[Si](C#N)(C)C.